This data is from Peptide-MHC class I binding affinity with 185,985 pairs from IEDB/IMGT. The task is: Regression. Given a peptide amino acid sequence and an MHC pseudo amino acid sequence, predict their binding affinity value. This is MHC class I binding data. The peptide sequence is LLFRMILNY. The MHC is HLA-A02:16 with pseudo-sequence HLA-A02:16. The binding affinity (normalized) is 0.0847.